This data is from Peptide-MHC class II binding affinity with 134,281 pairs from IEDB. The task is: Regression. Given a peptide amino acid sequence and an MHC pseudo amino acid sequence, predict their binding affinity value. This is MHC class II binding data. (1) The peptide sequence is PIAPYHFDLSGHAFG. The MHC is HLA-DQA10301-DQB10302 with pseudo-sequence HLA-DQA10301-DQB10302. The binding affinity (normalized) is 0.167. (2) The MHC is DRB4_0101 with pseudo-sequence DRB4_0103. The binding affinity (normalized) is 0.0547. The peptide sequence is ANPLSNPFYMDDR. (3) The peptide sequence is MAFQEMENFLGPIAV. The MHC is HLA-DQA10102-DQB10501 with pseudo-sequence HLA-DQA10102-DQB10501. The binding affinity (normalized) is 0.797. (4) The peptide sequence is EVVDYLGIPASARPV. The MHC is HLA-DPA10103-DPB10301 with pseudo-sequence HLA-DPA10103-DPB10301. The binding affinity (normalized) is 0.673.